This data is from TCR-epitope binding with 47,182 pairs between 192 epitopes and 23,139 TCRs. The task is: Binary Classification. Given a T-cell receptor sequence (or CDR3 region) and an epitope sequence, predict whether binding occurs between them. (1) The TCR CDR3 sequence is CASSLGQGKEATNEKLFF. Result: 1 (the TCR binds to the epitope). The epitope is RAKFKQLL. (2) The epitope is NLVPMVATV. The TCR CDR3 sequence is CASSQDEGELKLFF. Result: 1 (the TCR binds to the epitope). (3) The epitope is FLPRVFSAV. The TCR CDR3 sequence is CASSQDGSYEQYF. Result: 1 (the TCR binds to the epitope).